This data is from Reaction yield outcomes from USPTO patents with 853,638 reactions. The task is: Predict the reaction yield, written as a fraction of the theoretical maximum amount of product (1.0 means a 100% yield; for example, 0.34 means a 34% yield). (1) The reactants are [Cl:1][C:2]1[N:7]=[C:6](Cl)[C:5]([N+:9]([O-:11])=[O:10])=[CH:4][N:3]=1.C(N(C(C)C)CC)(C)C.Cl.[Cl:22][C:23]1[CH:28]=[CH:27][C:26]([Cl:29])=[CH:25][C:24]=1[C@H:30]([NH2:32])[CH3:31]. The catalyst is C1COCC1. The product is [Cl:1][C:2]1[N:7]=[C:6]([NH:32][C@@H:30]([C:24]2[CH:25]=[C:26]([Cl:29])[CH:27]=[CH:28][C:23]=2[Cl:22])[CH3:31])[C:5]([N+:9]([O-:11])=[O:10])=[CH:4][N:3]=1. The yield is 0.850. (2) The reactants are [C:1](Cl)([C:14]1[CH:19]=[CH:18][CH:17]=[CH:16][CH:15]=1)([C:8]1[CH:13]=[CH:12][CH:11]=[CH:10][CH:9]=1)[C:2]1[CH:7]=[CH:6][CH:5]=[CH:4][CH:3]=1.[Br:21][C:22]1[CH:23]=[C:24]2[C:28](=[CH:29][CH:30]=1)[CH2:27][NH:26][CH2:25]2.C(N(CC)CC)C. The catalyst is ClCCl. The product is [Br:21][C:22]1[CH:23]=[C:24]2[C:28](=[CH:29][CH:30]=1)[CH2:27][N:26]([C:1]([C:14]1[CH:19]=[CH:18][CH:17]=[CH:16][CH:15]=1)([C:8]1[CH:13]=[CH:12][CH:11]=[CH:10][CH:9]=1)[C:2]1[CH:7]=[CH:6][CH:5]=[CH:4][CH:3]=1)[CH2:25]2. The yield is 0.850. (3) The reactants are ClC(Cl)C.[Br:5][C:6]1[CH:15]=[N:14][C:13]2[NH:12][C:11](=O)[C:10]([CH3:18])([CH3:17])[O:9][C:8]=2[CH:7]=1.P(Cl)(Cl)(Cl)(Cl)Cl.[CH3:25][NH2:26]. The catalyst is C(Cl)Cl. The product is [Br:5][C:6]1[CH:15]=[N:14][C:13]2[NH:12]/[C:11](=[N:26]/[CH3:25])/[C:10]([CH3:18])([CH3:17])[O:9][C:8]=2[CH:7]=1. The yield is 0.890. (4) The reactants are [Cl:1][C:2]1[N:3]=[C:4]([C:15]2[CH:16]=[N:17][CH:18]=[CH:19][CH:20]=2)[S:5][C:6]=1[N:7](C)[C:8](=O)C(F)(F)F.C(=O)([O-])[O-].[K+].[K+]. No catalyst specified. The product is [Cl:1][C:2]1[N:3]=[C:4]([C:15]2[CH:16]=[N:17][CH:18]=[CH:19][CH:20]=2)[S:5][C:6]=1[NH:7][CH3:8]. The yield is 0.820. (5) The reactants are [CH2:1]([S:8][C:9]1([CH2:19][NH:20][C:21]([C:23]2[NH:24][C:25]3[C:30]([CH:31]=2)=[CH:29][CH:28]=[CH:27][C:26]=3[N:32]([CH3:41])[S:33]([C:36]2[S:37][CH:38]=[CH:39][CH:40]=2)(=[O:35])=[O:34])=[O:22])[CH2:18][CH2:17][C:12]2(OCC[O:13]2)[CH2:11][CH2:10]1)[C:2]1[CH:7]=[CH:6][CH:5]=[CH:4][CH:3]=1.C(O)(=O)C. The catalyst is O. The product is [CH2:1]([S:8][C:9]1([CH2:19][NH:20][C:21]([C:23]2[NH:24][C:25]3[C:30]([CH:31]=2)=[CH:29][CH:28]=[CH:27][C:26]=3[N:32]([CH3:41])[S:33]([C:36]2[S:37][CH:38]=[CH:39][CH:40]=2)(=[O:35])=[O:34])=[O:22])[CH2:18][CH2:17][C:12](=[O:13])[CH2:11][CH2:10]1)[C:2]1[CH:7]=[CH:6][CH:5]=[CH:4][CH:3]=1. The yield is 0.710. (6) The reactants are [C:1]12([C:11]3[CH:12]=[C:13]([C:25]4[N:30]=[CH:29][C:28]([CH:31]=[O:32])=[CH:27][CH:26]=4)[CH:14]=[CH:15][C:16]=3[O:17][Si](C(C)(C)C)(C)C)[CH2:10][CH:5]3[CH2:6][CH:7]([CH2:9][CH:3]([CH2:4]3)[CH2:2]1)[CH2:8]2.[F-].C([N+](CCCC)(CCCC)CCCC)CCC. The catalyst is C1COCC1. The product is [C:1]12([C:11]3[CH:12]=[C:13]([C:25]4[N:30]=[CH:29][C:28]([CH:31]=[O:32])=[CH:27][CH:26]=4)[CH:14]=[CH:15][C:16]=3[OH:17])[CH2:2][CH:3]3[CH2:9][CH:7]([CH2:6][CH:5]([CH2:4]3)[CH2:10]1)[CH2:8]2. The yield is 1.00. (7) The reactants are [CH3:1][N+:2]1[C:6]2[CH:7]=[CH:8][CH:9]=[CH:10][C:5]=2[S:4][C:3]=1SC.CC1C=CC(S(O)(=O)=O)=CC=1.[CH2:24]([N:31]1[C:35](=[O:36])[CH2:34][S:33][C:32]1=[S:37])[C:25]1[CH:30]=[CH:29][CH:28]=[CH:27][CH:26]=1.C(#N)C. The catalyst is C(N(CC)CC)C. The product is [CH3:1][N:2]1[C:6]2[CH:7]=[CH:8][CH:9]=[CH:10][C:5]=2[S:4][C:3]1=[C:34]1[S:33][C:32](=[S:37])[N:31]([CH2:24][C:25]2[CH:30]=[CH:29][CH:28]=[CH:27][CH:26]=2)[C:35]1=[O:36]. The yield is 0.940. (8) The reactants are [CH2:1]([O:3][CH:4]([O:7][CH2:8][CH3:9])[CH2:5][NH2:6])[CH3:2].C(=O)([O-])[O-].[K+].[K+].[CH2:16](Br)[CH2:17][CH:18]([CH3:20])[CH3:19]. The catalyst is C(#N)C. The product is [CH2:1]([O:3][CH:4]([O:7][CH2:8][CH3:9])[CH2:5][NH:6][CH2:16][CH2:17][CH:18]([CH3:20])[CH3:19])[CH3:2]. The yield is 0.770. (9) The reactants are [H-].[Na+].[CH:3]1([CH2:6][C@H:7]([NH:10][C:11](=[O:17])[O:12][C:13]([CH3:16])([CH3:15])[CH3:14])[CH2:8][OH:9])[CH2:5][CH2:4]1.Br[CH2:19][CH2:20][O:21][CH3:22]. The catalyst is C1COCC1. The product is [CH:3]1([CH2:6][C@H:7]([NH:10][C:11](=[O:17])[O:12][C:13]([CH3:14])([CH3:16])[CH3:15])[CH2:8][O:9][CH2:19][CH2:20][O:21][CH3:22])[CH2:5][CH2:4]1. The yield is 0.500. (10) No catalyst specified. The yield is 0.580. The product is [C:27]([OH:30])(=[O:29])[CH3:28].[CH3:1][C:2]1[C:10]2[C:9]([O:11][CH2:12][C:13]3[O:17][N:16]=[C:15]([C:18]4[CH:23]=[CH:22][CH:21]=[CH:20][CH:19]=4)[CH:14]=3)=[N:8][CH:7]=[N:6][C:5]=2[S:4][CH:3]=1. The reactants are [CH3:1][C:2]1[C:10]2[C:9]([O:11][CH2:12][C:13]3[O:17][N:16]=[C:15]([C:18]4[CH:23]=[CH:22][CH:21]=[CH:20][CH:19]=4)[CH:14]=3)=[N:8][CH:7]=[N:6][C:5]=2[S:4][CH:3]=1.ClCCl.[C:27]([OH:30])(=[O:29])[CH3:28].